This data is from Forward reaction prediction with 1.9M reactions from USPTO patents (1976-2016). The task is: Predict the product of the given reaction. Given the reactants [Li]C(C)(C)C.Br[C:7]1[CH:12]=[CH:11][CH:10]=[C:9]([O:13][CH3:14])[CH:8]=1.[CH3:15][N:16]([CH2:18][CH:19]1[C:25](=[O:26])[CH2:24][CH:23]2[CH2:27][CH:20]1[CH2:21][CH2:22]2)[CH3:17], predict the reaction product. The product is: [CH3:17][N:16]([CH2:18][CH:19]1[C:25]([C:7]2[CH:12]=[CH:11][CH:10]=[C:9]([O:13][CH3:14])[CH:8]=2)([OH:26])[CH2:24][CH:23]2[CH2:27][CH:20]1[CH2:21][CH2:22]2)[CH3:15].